The task is: Predict which catalyst facilitates the given reaction.. This data is from Catalyst prediction with 721,799 reactions and 888 catalyst types from USPTO. Reactant: [Cl:1][C:2]1[CH:3]=[C:4]2[C:8](=[C:9]([CH2:11][O:12][C:13]3[CH:18]=[CH:17][C:16]([CH2:19][CH2:20][C:21]([O:23]CC)=[O:22])=[C:15]([CH3:26])[C:14]=3[CH3:27])[CH:10]=1)[N:7]([CH3:28])[N:6]=[CH:5]2.[OH-].[K+].C1COCC1.Cl. Product: [Cl:1][C:2]1[CH:3]=[C:4]2[C:8](=[C:9]([CH2:11][O:12][C:13]3[CH:18]=[CH:17][C:16]([CH2:19][CH2:20][C:21]([OH:23])=[O:22])=[C:15]([CH3:26])[C:14]=3[CH3:27])[CH:10]=1)[N:7]([CH3:28])[N:6]=[CH:5]2. The catalyst class is: 6.